This data is from Full USPTO retrosynthesis dataset with 1.9M reactions from patents (1976-2016). The task is: Predict the reactants needed to synthesize the given product. Given the product [CH:10]([O:13][CH2:14][CH2:15][O:1][CH2:2][C:3]1[CH:8]=[CH:7][C:6]([OH:9])=[CH:5][CH:4]=1)([CH3:12])[CH3:11], predict the reactants needed to synthesize it. The reactants are: [OH:1][CH2:2][C:3]1[CH:8]=[CH:7][C:6]([OH:9])=[CH:5][CH:4]=1.[CH:10]([O:13][CH2:14][CH2:15]O)([CH3:12])[CH3:11].